Dataset: Forward reaction prediction with 1.9M reactions from USPTO patents (1976-2016). Task: Predict the product of the given reaction. Given the reactants [C:1]([O-:4])([O-])=O.[K+].[K+].O1CCOCCOCCOCCOCCOCC1.[F:25][C:26]1[CH:31]=[C:30]([N+:32]([O-:34])=[O:33])[C:29]([F:35])=[CH:28][C:27]=1O.CI, predict the reaction product. The product is: [F:25][C:26]1[CH:31]=[C:30]([N+:32]([O-:34])=[O:33])[C:29]([F:35])=[CH:28][C:27]=1[O:4][CH3:1].